Dataset: Full USPTO retrosynthesis dataset with 1.9M reactions from patents (1976-2016). Task: Predict the reactants needed to synthesize the given product. (1) Given the product [C:6]([O:5][C:3](=[O:4])[NH:10][O:11][CH:12]1[CH2:16][CH2:15][CH2:14][CH2:13]1)([CH3:9])([CH3:8])[CH3:7], predict the reactants needed to synthesize it. The reactants are: [H-].[Na+].[C:3]([NH:10][OH:11])([O:5][C:6]([CH3:9])([CH3:8])[CH3:7])=[O:4].[CH:12]1(Br)[CH2:16][CH2:15][CH2:14][CH2:13]1. (2) Given the product [CH2:24]([C:23]1[CH:22]=[C:21]([CH3:31])[NH:20][C:19](=[O:32])[C:18]=1[CH2:17][NH:16][C:13]([C:12]1[C:7]2[CH:6]=[N:5][N:4]([CH:2]([CH3:1])[CH3:3])[C:8]=2[N:9]=[CH:10][CH:11]=1)=[O:15])[C:25]1[CH:26]=[CH:27][CH:28]=[CH:29][CH:30]=1, predict the reactants needed to synthesize it. The reactants are: [CH3:1][CH:2]([N:4]1[C:8]2[N:9]=[CH:10][CH:11]=[C:12]([C:13]([OH:15])=O)[C:7]=2[CH:6]=[N:5]1)[CH3:3].[NH2:16][CH2:17][C:18]1[C:19](=[O:32])[NH:20][C:21]([CH3:31])=[CH:22][C:23]=1[CH2:24][C:25]1[CH:30]=[CH:29][CH:28]=[CH:27][CH:26]=1. (3) Given the product [C:29]([C:33]1[O:37][N:36]=[C:35]([NH:38][C:39]([N:1]2[C:9]3[C:4](=[CH:5][C:6]([O:10][C:11]4[C:12]5[CH2:19][NH:18][CH2:17][C:13]=5[N:14]=[CH:15][N:16]=4)=[CH:7][CH:8]=3)[CH:3]=[CH:2]2)=[O:40])[CH:34]=1)([CH3:32])([CH3:30])[CH3:31], predict the reactants needed to synthesize it. The reactants are: [NH:1]1[C:9]2[C:4](=[CH:5][C:6]([O:10][C:11]3[C:12]4[CH2:19][N:18](C(OC(C)(C)C)=O)[CH2:17][C:13]=4[N:14]=[CH:15][N:16]=3)=[CH:7][CH:8]=2)[CH:3]=[CH:2]1.[H-].[Na+].[C:29]([C:33]1[O:37][N:36]=[C:35]([NH:38][C:39](=O)[O:40]C2C=CC=CC=2)[CH:34]=1)([CH3:32])([CH3:31])[CH3:30].